From a dataset of Forward reaction prediction with 1.9M reactions from USPTO patents (1976-2016). Predict the product of the given reaction. (1) Given the reactants [NH2:1][C:2]1[C:7]([C:8]2[N:30]([C:31]3[CH:36]=[CH:35][C:34]([C:37]4([NH:41]C(=O)OC(C)(C)C)[CH2:40][CH2:39][CH2:38]4)=[CH:33][CH:32]=3)[C:11]3=[N:12][C:13]([C:16]4[CH:21]=[CH:20][CH:19]=[C:18]([N:22]5[CH2:27][CH2:26][O:25][C@@H:24]([CH2:28][OH:29])[CH2:23]5)[CH:17]=4)=[CH:14][CH:15]=[C:10]3[N:9]=2)=[CH:6][CH:5]=[CH:4][N:3]=1.[ClH:49].O1CCOCC1, predict the reaction product. The product is: [ClH:49].[ClH:49].[ClH:49].[NH2:41][C:37]1([C:34]2[CH:35]=[CH:36][C:31]([N:30]3[C:11]4=[N:12][C:13]([C:16]5[CH:17]=[C:18]([N:22]6[CH2:27][CH2:26][O:25][C@@H:24]([CH2:28][OH:29])[CH2:23]6)[CH:19]=[CH:20][CH:21]=5)=[CH:14][CH:15]=[C:10]4[N:9]=[C:8]3[C:7]3[C:2]([NH2:1])=[N:3][CH:4]=[CH:5][CH:6]=3)=[CH:32][CH:33]=2)[CH2:38][CH2:39][CH2:40]1. (2) Given the reactants [F:1][C:2]([F:23])([F:22])[CH2:3][C:4]1[CH:9]=[CH:8][C:7]([N:10]2[CH2:14][CH2:13][C:12]3([CH2:19][CH2:18][NH:17][C:16](=[O:20])[CH2:15]3)[C:11]2=[O:21])=[CH:6][CH:5]=1.[Cl:24][C:25]1[CH:30]=[CH:29][CH:28]=[CH:27][C:26]=1[S:31](Cl)(=[O:33])=[O:32], predict the reaction product. The product is: [Cl:24][C:25]1[CH:30]=[CH:29][CH:28]=[CH:27][C:26]=1[S:31]([N:17]1[CH2:18][CH2:19][C:12]2([C:11](=[O:21])[N:10]([C:7]3[CH:8]=[CH:9][C:4]([CH2:3][C:2]([F:1])([F:22])[F:23])=[CH:5][CH:6]=3)[CH2:14][CH2:13]2)[CH2:15][C:16]1=[O:20])(=[O:33])=[O:32]. (3) Given the reactants Cl[C:2]1[C:11]2[C:6](=[CH:7][CH:8]=[C:9]([F:12])[CH:10]=2)[N:5]=[C:4]([CH:13]([N:15]2[C:23](=[O:24])[C:22]3[C:17](=[CH:18][CH:19]=[CH:20][CH:21]=3)[C:16]2=[O:25])[CH3:14])[C:3]=1[C:26]1[CH:31]=[CH:30][CH:29]=[CH:28][CH:27]=1.[CH3:32][O:33][CH2:34][CH2:35][NH2:36].C1(P(C2CCCCC2)C2C=CC=CC=2C2C(C(C)C)=CC(C(C)C)=CC=2C(C)C)CCCCC1.CC(C)([O-])C.[Na+], predict the reaction product. The product is: [F:12][C:9]1[CH:10]=[C:11]2[C:6](=[CH:7][CH:8]=1)[N:5]=[C:4]([CH:13]([N:15]1[C:16](=[O:25])[C:17]3[C:22](=[CH:21][CH:20]=[CH:19][CH:18]=3)[C:23]1=[O:24])[CH3:14])[C:3]([C:26]1[CH:27]=[CH:28][CH:29]=[CH:30][CH:31]=1)=[C:2]2[NH:36][CH2:35][CH2:34][O:33][CH3:32]. (4) Given the reactants Cl.[Br:2][C:3]1C=C[C:6]([CH2:7]N)=[CH:5][CH:4]=1.C([N:13]([CH2:16][CH3:17])CC)C.[N:18]1[C:27]2[C:22](=[CH:23][N:24]=[CH:25][CH:26]=2)[CH:21]=[CH:20][C:19]=1[C:28]([OH:30])=O.O.ON1C2C=CC=CC=2N=N1.Cl.CN(C)CCCN=C=NCC, predict the reaction product. The product is: [Br:2][C:3]1[CH:4]=[CH:5][CH:6]=[CH:7][C:17]=1[CH2:16][NH:13][C:28]([C:19]1[CH:20]=[CH:21][C:22]2[C:27](=[CH:26][CH:25]=[N:24][CH:23]=2)[N:18]=1)=[O:30]. (5) Given the reactants [C@@H:1]1([C:8]([OH:10])=O)C[CH2:3][C@H:2]1C(O)=O.[C:11](Cl)(=O)[C:12]([Cl:14])=[O:13].C(Cl)[Cl:18], predict the reaction product. The product is: [C@@H:11]1([C:12]([Cl:14])=[O:13])[CH2:3][CH2:2][C@H:1]1[C:8]([Cl:18])=[O:10].